This data is from Forward reaction prediction with 1.9M reactions from USPTO patents (1976-2016). The task is: Predict the product of the given reaction. (1) Given the reactants [S:1]1[C:5]2[CH:6]=[CH:7][C:8]([NH:10][C:11]3[C:20]4[C:15](=[CH:16][C:17]([OH:28])=[C:18]([S:21]([C:24]([CH3:27])([CH3:26])[CH3:25])(=[O:23])=[O:22])[CH:19]=4)[N:14]=[CH:13][N:12]=3)=[CH:9][C:4]=2[N:3]=[CH:2]1.C(N(CC)CC)C.Br[CH2:37][C:38]([NH2:40])=[O:39].[H-].[Na+], predict the reaction product. The product is: [S:1]1[C:5]2[CH:6]=[CH:7][C:8]([NH:10][C:11]3[C:20]4[C:15](=[CH:16][C:17]([O:28][CH2:37][C:38]([NH2:40])=[O:39])=[C:18]([S:21]([C:24]([CH3:25])([CH3:27])[CH3:26])(=[O:22])=[O:23])[CH:19]=4)[N:14]=[CH:13][N:12]=3)=[CH:9][C:4]=2[N:3]=[CH:2]1. (2) Given the reactants [CH3:1][O:2][C:3](=[O:20])[CH2:4][CH2:5][C:6]1[C:11]([O:12][CH2:13][CH2:14][CH2:15][CH2:16][CH2:17][OH:18])=[CH:10][CH:9]=[CH:8][C:7]=1[OH:19].[CH2:21]([O:28][C:29]([NH:31][CH2:32][CH2:33][O:34][CH2:35][CH2:36][O:37][CH2:38][CH2:39][O:40][CH2:41][CH2:42]I)=[O:30])[C:22]1[CH:27]=[CH:26][CH:25]=[CH:24][CH:23]=1.C([O-])([O-])=O.[K+].[K+], predict the reaction product. The product is: [CH3:1][O:2][C:3](=[O:20])[CH2:4][CH2:5][C:6]1[C:11]([O:12][CH2:13][CH2:14][CH2:15][CH2:16][CH2:17][OH:18])=[CH:10][CH:9]=[CH:8][C:7]=1[O:19][CH2:42][CH2:41][O:40][CH2:39][CH2:38][O:37][CH2:36][CH2:35][O:34][CH2:33][CH2:32][NH:31][C:29]([O:28][CH2:21][C:22]1[CH:23]=[CH:24][CH:25]=[CH:26][CH:27]=1)=[O:30].